Binary Classification. Given a drug SMILES string, predict its activity (active/inactive) in a high-throughput screening assay against a specified biological target. From a dataset of Cav3 T-type calcium channel HTS with 100,875 compounds. (1) The compound is O(C(=O)C1CCN(CC1)CC(=O)c1c2c([nH]c1C)cc(cc2)C)CC. The result is 0 (inactive). (2) The compound is OC(=O)c1c(NCCCc2ccccc2)ccc([N+]([O-])=O)c1. The result is 0 (inactive).